This data is from NCI-60 drug combinations with 297,098 pairs across 59 cell lines. The task is: Regression. Given two drug SMILES strings and cell line genomic features, predict the synergy score measuring deviation from expected non-interaction effect. Drug 1: COC1=C(C=C2C(=C1)N=CN=C2NC3=CC(=C(C=C3)F)Cl)OCCCN4CCOCC4. Drug 2: C(CC(=O)O)C(=O)CN.Cl. Cell line: PC-3. Synergy scores: CSS=22.0, Synergy_ZIP=-8.09, Synergy_Bliss=-2.67, Synergy_Loewe=-0.421, Synergy_HSA=1.33.